This data is from Full USPTO retrosynthesis dataset with 1.9M reactions from patents (1976-2016). The task is: Predict the reactants needed to synthesize the given product. (1) Given the product [F:15][C:16]1[N:17]=[CH:18][C:19]([N:5]2[CH2:6][C@@H:1]3[CH2:7][C@H:4]2[CH2:3][N:2]3[C:8]([O:10][C:11]([CH3:14])([CH3:13])[CH3:12])=[O:9])=[CH:20][CH:21]=1, predict the reactants needed to synthesize it. The reactants are: [C@H:1]12[CH2:7][C@H:4]([NH:5][CH2:6]1)[CH2:3][N:2]2[C:8]([O:10][C:11]([CH3:14])([CH3:13])[CH3:12])=[O:9].[F:15][C:16]1[CH:21]=[CH:20][C:19](I)=[CH:18][N:17]=1.COC1C=CC2C(=CC=CC=2)C=1C1C2C(=CC=CC=2)C=CC=1P(C1C=CC=CC=1)C1C=CC=CC=1.CC(C)([O-])C.[Na+]. (2) Given the product [CH3:12][NH:13][C:15]1[N:23]=[CH:22][N:21]=[C:20]2[C:16]=1[N:17]=[CH:18][N:19]2[C:24]1[CH:29]=[CH:28][C:27]([NH:30][C:31]([NH:33][C:34]2[CH:39]=[CH:38][C:37]([CH2:40][N:1]3[CH2:6][CH2:5][O:4][CH2:3][CH2:2]3)=[C:36]([C:42]([F:45])([F:44])[F:43])[CH:35]=2)=[O:32])=[CH:26][CH:25]=1, predict the reactants needed to synthesize it. The reactants are: [NH:1]1[CH2:6][CH2:5][O:4][CH2:3][CH2:2]1.C(O[C:12](=O)[N:13]([C:15]1[N:23]=[CH:22][N:21]=[C:20]2[C:16]=1[N:17]=[CH:18][N:19]2[C:24]1[CH:29]=[CH:28][C:27]([NH:30][C:31]([NH:33][C:34]2[CH:39]=[CH:38][C:37]([CH:40]=O)=[C:36]([C:42]([F:45])([F:44])[F:43])[CH:35]=2)=[O:32])=[CH:26][CH:25]=1)C)(C)(C)C. (3) Given the product [NH2:17][CH2:20][CH2:22][O:4][CH2:5][CH2:10][O:41][CH2:38][CH2:39][N:42]1[C:50]([C:47]2[CH:48]=[CH:49][C:44]([F:43])=[CH:45][CH:46]=2)=[C:52]([C:54]2[CH:59]=[CH:58][C:57]([F:60])=[CH:56][CH:55]=2)[N:61]=[C:66]1[C:24]1[CH:25]=[CH:26][C:27]2[C:28]3[C:33](=[CH:32][CH:31]=[CH:30][CH:29]=3)[CH2:34][C:35]=2[CH:23]=1, predict the reactants needed to synthesize it. The reactants are: ClC([O:4][C:5]1[CH:10]=CC([N+]([O-])=O)=CC=1)=O.C([N:17]([CH:20]([CH3:22])C)CC)(C)C.[CH:23]1[C:35]2[CH2:34][C:33]3[C:28](=[CH:29][CH:30]=[CH:31][CH:32]=3)[C:27]=2[CH:26]=[CH:25][C:24]=1C=O.[C:38]([O-:41])(=O)[CH3:39].[NH4+:42].[F:43][C:44]1[CH:49]=[CH:48][C:47]([C:50]([C:52]([C:54]2[CH:59]=[CH:58][C:57]([F:60])=[CH:56][CH:55]=2)=O)=O)=[CH:46][CH:45]=1.[N:61]1[CH:66]=CC=CC=1. (4) Given the product [F:1][C:2]1[CH:3]=[CH:4][C:5]([O:12][CH3:13])=[C:6]([CH2:8][CH2:9][CH:10]([OH:11])[CH2:17][CH2:16][CH:15]=[CH2:14])[CH:7]=1, predict the reactants needed to synthesize it. The reactants are: [F:1][C:2]1[CH:3]=[CH:4][C:5]([O:12][CH3:13])=[C:6]([CH2:8][CH2:9][CH:10]=[O:11])[CH:7]=1.[CH:14]([Mg]Br)=[CH:15][CH2:16][CH3:17].[Cl-].[NH4+].